Dataset: NCI-60 drug combinations with 297,098 pairs across 59 cell lines. Task: Regression. Given two drug SMILES strings and cell line genomic features, predict the synergy score measuring deviation from expected non-interaction effect. (1) Drug 1: CN1C(=O)N2C=NC(=C2N=N1)C(=O)N. Drug 2: C(=O)(N)NO. Cell line: UACC-257. Synergy scores: CSS=-0.228, Synergy_ZIP=0.729, Synergy_Bliss=-0.594, Synergy_Loewe=0.139, Synergy_HSA=-1.46. (2) Drug 1: C1=CC(=CC=C1CC(C(=O)O)N)N(CCCl)CCCl.Cl. Drug 2: C1CN1P(=S)(N2CC2)N3CC3. Cell line: BT-549. Synergy scores: CSS=17.8, Synergy_ZIP=-4.98, Synergy_Bliss=-2.55, Synergy_Loewe=-3.36, Synergy_HSA=-3.04.